From a dataset of NCI-60 drug combinations with 297,098 pairs across 59 cell lines. Regression. Given two drug SMILES strings and cell line genomic features, predict the synergy score measuring deviation from expected non-interaction effect. (1) Drug 1: CC1=C2C(C(=O)C3(C(CC4C(C3C(C(C2(C)C)(CC1OC(=O)C(C(C5=CC=CC=C5)NC(=O)OC(C)(C)C)O)O)OC(=O)C6=CC=CC=C6)(CO4)OC(=O)C)OC)C)OC. Drug 2: CNC(=O)C1=CC=CC=C1SC2=CC3=C(C=C2)C(=NN3)C=CC4=CC=CC=N4. Cell line: SK-MEL-2. Synergy scores: CSS=46.6, Synergy_ZIP=3.90, Synergy_Bliss=2.96, Synergy_Loewe=-29.5, Synergy_HSA=2.33. (2) Synergy scores: CSS=36.3, Synergy_ZIP=0.517, Synergy_Bliss=0.448, Synergy_Loewe=2.18, Synergy_HSA=2.41. Cell line: SW-620. Drug 1: CC1C(C(CC(O1)OC2CC(CC3=C2C(=C4C(=C3O)C(=O)C5=C(C4=O)C(=CC=C5)OC)O)(C(=O)CO)O)N)O.Cl. Drug 2: C1=C(C(=O)NC(=O)N1)F.